The task is: Predict the reactants needed to synthesize the given product.. This data is from Full USPTO retrosynthesis dataset with 1.9M reactions from patents (1976-2016). (1) Given the product [N:20]([C@H:7]1[CH2:6][CH2:5][C@@H:4]([C:8]([O:10][CH2:11][C:12]2[CH:17]=[CH:16][CH:15]=[CH:14][CH:13]=2)=[O:9])[CH2:3][C@@H:2]1[OH:1])=[N+:21]=[N-:22], predict the reactants needed to synthesize it. The reactants are: [O:1]1[C@H:7]2[C@@H:2]1[CH2:3][C@H:4]([C:8]([O:10][CH2:11][C:12]1[CH:17]=[CH:16][CH:15]=[CH:14][CH:13]=1)=[O:9])[CH2:5][CH2:6]2.[Cl-].[NH4+].[N-:20]=[N+:21]=[N-:22].[Na+]. (2) Given the product [C:1]([O:5][C:6]([N:8]1[CH2:13][CH2:12][CH:11]([C:14]2[O:23][C:17]3=[CH:18][N:19]=[C:20]([C:30]4[CH:29]=[CH:28][N:27]=[CH:26][C:25]=4[F:24])[CH:21]=[C:16]3[CH:15]=2)[CH2:10][CH2:9]1)=[O:7])([CH3:4])([CH3:3])[CH3:2], predict the reactants needed to synthesize it. The reactants are: [C:1]([O:5][C:6]([N:8]1[CH2:13][CH2:12][CH:11]([C:14]2[O:23][C:17]3=[CH:18][N:19]=[C:20](Cl)[CH:21]=[C:16]3[CH:15]=2)[CH2:10][CH2:9]1)=[O:7])([CH3:4])([CH3:3])[CH3:2].[F:24][C:25]1[CH:26]=[N:27][CH:28]=[CH:29][C:30]=1B(O)O. (3) The reactants are: C1(P(C2C=CC=CC=2)C2C=CC=CC=2)C=CC=CC=1.N1C=CN=C1.[I:25]I.[F:27][C:28]1[CH:40]=[CH:39][C:31]([CH2:32][O:33][CH2:34][CH:35]=[CH:36][CH2:37]O)=[CH:30][C:29]=1[CH3:41].S([O-])([O-])(=O)=S.[Na+].[Na+]. Given the product [F:27][C:28]1[CH:40]=[CH:39][C:31]([CH2:32][O:33][CH2:34][CH:35]=[CH:36][CH2:37][I:25])=[CH:30][C:29]=1[CH3:41], predict the reactants needed to synthesize it. (4) Given the product [C:2]1([C:1]2[O:8][C:1]([C:2]3[CH:3]=[C:4]([CH:5]=[CH:6][CH:7]=3)[C:16]([OH:17])=[O:19])=[N:10][N:9]=2)[CH:7]=[CH:6][CH:5]=[CH:4][CH:3]=1, predict the reactants needed to synthesize it. The reactants are: [C:1]([NH:9][NH2:10])(=[O:8])[C:2]1[CH:7]=[CH:6][CH:5]=[CH:4][CH:3]=1.P(Cl)(Cl)(Cl)=O.[C:16](=[O:19])([O-])[O-:17].[Na+].[Na+]. (5) Given the product [OH:1][C:2]1[CH:19]=[C:18]2[C:5]([C@@:6]3([CH3:25])[C@H:15]([CH2:16][S:17]2(=[O:21])=[O:20])[C@:14]2([CH3:22])[C@H:9]([C:10]([CH3:24])([CH3:23])[CH2:11][CH2:12][CH2:13]2)[CH2:8][CH2:7]3)=[C:4]([C:26]([N:64]2[CH2:65][CH2:66][N:61]([CH3:60])[CH2:62][CH2:63]2)=[O:28])[CH:3]=1, predict the reactants needed to synthesize it. The reactants are: [OH:1][C:2]1[CH:19]=[C:18]2[C:5]([C@@:6]3([CH3:25])[C@H:15]([CH2:16][S:17]2(=[O:21])=[O:20])[C@:14]2([CH3:22])[C@H:9]([C:10]([CH3:24])([CH3:23])[CH2:11][CH2:12][CH2:13]2)[CH2:8][CH2:7]3)=[C:4]([C:26]([OH:28])=O)[CH:3]=1.CN(C(ON1N=NC2C=CC=NC1=2)=[N+](C)C)C.F[P-](F)(F)(F)(F)F.CN1CCOCC1.[CH3:60][N:61]1[CH2:66][CH2:65][NH:64][CH2:63][CH2:62]1. (6) Given the product [CH3:38][N:39]([CH3:45])[CH:40]1[CH2:44][CH2:43][N:42]([C:21]2[N:20]=[C:19]([O:18][C:11]3[C:12]4[C:17](=[CH:16][CH:15]=[CH:14][CH:13]=4)[C:8]([NH:7][C:5](=[O:6])[C:4]4[CH:29]=[C:30]([N:32]5[CH2:37][CH2:36][CH2:35][CH2:34][CH2:33]5)[CH:31]=[C:2]([F:1])[CH:3]=4)=[CH:9][CH:10]=3)[CH:24]=[CH:23][N:22]=2)[CH2:41]1, predict the reactants needed to synthesize it. The reactants are: [F:1][C:2]1[CH:3]=[C:4]([CH:29]=[C:30]([N:32]2[CH2:37][CH2:36][CH2:35][CH2:34][CH2:33]2)[CH:31]=1)[C:5]([NH:7][C:8]1[C:17]2[C:12](=[CH:13][CH:14]=[CH:15][CH:16]=2)[C:11]([O:18][C:19]2[CH:24]=[CH:23][N:22]=[C:21](S(C)(=O)=O)[N:20]=2)=[CH:10][CH:9]=1)=[O:6].[CH3:38][N:39]([CH3:45])[CH:40]1[CH2:44][CH2:43][NH:42][CH2:41]1. (7) Given the product [CH2:16]([N:23]1[CH2:24][CH2:25][CH2:26][C:27]21[CH2:28][N:29]([C:9]([O:11][C:12]([CH3:13])([CH3:14])[CH3:15])=[O:10])[CH2:30][CH2:31]2)[C:17]1[CH:18]=[CH:19][CH:20]=[CH:21][CH:22]=1, predict the reactants needed to synthesize it. The reactants are: [C:9](O[C:9]([O:11][C:12]([CH3:15])([CH3:14])[CH3:13])=[O:10])([O:11][C:12]([CH3:15])([CH3:14])[CH3:13])=[O:10].[CH2:16]([N:23]1[C:27]2([CH2:31][CH2:30][NH:29][CH2:28]2)[CH2:26][CH2:25][CH2:24]1)[C:17]1[CH:22]=[CH:21][CH:20]=[CH:19][CH:18]=1.C(N(CC)CC)C.C(=O)(O)[O-].[Na+]. (8) Given the product [CH3:19][N:20]([CH3:30])[C:21]1[CH:29]=[CH:28][C:24]([C:25]([NH:13][C:10]2[CH:11]=[CH:12][C:6]3[S:5][C:4]([CH2:3][OH:2])=[N:8][C:7]=3[CH:9]=2)=[O:26])=[CH:23][CH:22]=1, predict the reactants needed to synthesize it. The reactants are: C(=O)([O-])[O:2][CH:3](CC=C)[C:4]1[S:5][C:6]2[CH:12]=[CH:11][C:10]([NH2:13])=[CH:9][C:7]=2[N:8]=1.[CH3:19][N:20]([CH3:30])[C:21]1[CH:29]=[CH:28][C:24]([C:25](Cl)=[O:26])=[CH:23][CH:22]=1.C(N(CC)CC)C.[OH-].[Na+].